From a dataset of Retrosynthesis with 50K atom-mapped reactions and 10 reaction types from USPTO. Predict the reactants needed to synthesize the given product. (1) Given the product COC(=O)CCc1ccc(C(=O)O)cc1, predict the reactants needed to synthesize it. The reactants are: COC(=O)C=Cc1ccc(C(=O)O)cc1. (2) The reactants are: CC(C)(C=O)CO[Si](C)(C)C(C)(C)C.NNc1ccc(-c2c(-c3ccc(F)cc3F)nc3n2CCC3)nn1. Given the product CC(C)(CO[Si](C)(C)C(C)(C)C)c1nnc2ccc(-c3c(-c4ccc(F)cc4F)nc4n3CCC4)nn12, predict the reactants needed to synthesize it. (3) Given the product Nc1nc(-c2ccc(C(F)F)o2)nc2sc(Cc3ncccc3Cl)cc12, predict the reactants needed to synthesize it. The reactants are: Nc1nc(-c2ccc(C(F)F)o2)nc2sc(C(O)c3ncccc3Cl)cc12.